From a dataset of Full USPTO retrosynthesis dataset with 1.9M reactions from patents (1976-2016). Predict the reactants needed to synthesize the given product. Given the product [CH3:1][O:2][C:3]([C:5]1[S:6][C:7]([C:27]2[CH2:32][CH2:31][CH2:30][CH2:29][CH:28]=2)=[CH:8][C:9]=1[N:10]([C:11]([C@H:13]1[CH2:14][CH2:15][C@H:16]([CH3:19])[CH2:17][CH2:18]1)=[O:12])[C@H:20]1[CH2:25][CH2:24][C@H:23]([O:26][CH2:49][S:50][CH3:52])[CH2:22][CH2:21]1)=[O:4], predict the reactants needed to synthesize it. The reactants are: [CH3:1][O:2][C:3]([C:5]1[S:6][C:7]([C:27]2[CH2:32][CH2:31][CH2:30][CH2:29][CH:28]=2)=[CH:8][C:9]=1[N:10]([C@H:20]1[CH2:25][CH2:24][C@H:23]([OH:26])[CH2:22][CH2:21]1)[C:11]([C@H:13]1[CH2:18][CH2:17][C@H:16]([CH3:19])[CH2:15][CH2:14]1)=[O:12])=[O:4].C(O)(=O)C.C(OC(=O)C)(=O)C.C([O-])(O)=O.[Na+].[CH3:49][S:50]([CH3:52])=O.